From a dataset of Full USPTO retrosynthesis dataset with 1.9M reactions from patents (1976-2016). Predict the reactants needed to synthesize the given product. (1) Given the product [F:16][C:13]1[CH:14]=[CH:15][C:2]([SH:17])=[C:3]([C:4](=[O:5])[C:6]2[CH:11]=[CH:10][CH:9]=[CH:8][CH:7]=2)[CH:12]=1, predict the reactants needed to synthesize it. The reactants are: F[C:2]1[CH:15]=[CH:14][C:13]([F:16])=[CH:12][C:3]=1[C:4]([C:6]1[CH:11]=[CH:10][CH:9]=[CH:8][CH:7]=1)=[O:5].[S-2:17].[Li+].[Li+].Cl.C(OCC)(=O)C. (2) Given the product [CH2:13]([O:15][C:16](=[O:21])[CH:17]([O:12][C:8]1[CH:9]=[C:10]2[C:5](=[CH:6][CH:7]=1)[N:4]=[CH:3][C:2]([I:1])=[CH:11]2)[CH2:18][CH3:19])[CH3:14], predict the reactants needed to synthesize it. The reactants are: [I:1][C:2]1[CH:3]=[N:4][C:5]2[C:10]([CH:11]=1)=[CH:9][C:8]([OH:12])=[CH:7][CH:6]=2.[CH2:13]([O:15][C:16](=[O:21])[CH:17](Br)[CH2:18][CH3:19])[CH3:14].C(=O)([O-])[O-].[K+].[K+]. (3) Given the product [CH2:25]([O:27][C:28]1[CH:38]=[CH:37][C:31]([CH2:32][C:33]2([NH:36][CH2:21][CH:20]([C:12]3[C:13]4[O:18][CH2:17][C:16](=[O:19])[NH:15][C:14]=4[C:9]([OH:8])=[CH:10][CH:11]=3)[OH:24])[CH2:35][CH2:34]2)=[CH:30][CH:29]=1)[CH3:26], predict the reactants needed to synthesize it. The reactants are: C([O:8][C:9]1[C:14]2[NH:15][C:16](=[O:19])[CH2:17][O:18][C:13]=2[C:12]([C:20](=[O:24])[CH:21](O)O)=[CH:11][CH:10]=1)C1C=CC=CC=1.[CH2:25]([O:27][C:28]1[CH:38]=[CH:37][C:31]([CH2:32][C:33]2([NH2:36])[CH2:35][CH2:34]2)=[CH:30][CH:29]=1)[CH3:26].FC(F)(F)C([O-])=O.